From a dataset of Peptide-MHC class I binding affinity with 185,985 pairs from IEDB/IMGT. Regression. Given a peptide amino acid sequence and an MHC pseudo amino acid sequence, predict their binding affinity value. This is MHC class I binding data. (1) The MHC is HLA-A26:01 with pseudo-sequence HLA-A26:01. The peptide sequence is ATSRTLSYY. The binding affinity (normalized) is 0.300. (2) The peptide sequence is RTLGRNKKPR. The MHC is HLA-A31:01 with pseudo-sequence HLA-A31:01. The binding affinity (normalized) is 0.803. (3) The peptide sequence is KDSSLLNNQF. The MHC is H-2-Kb with pseudo-sequence H-2-Kb. The binding affinity (normalized) is 0.0204. (4) The peptide sequence is KCDELAAKL. The MHC is Patr-A0701 with pseudo-sequence Patr-A0701. The binding affinity (normalized) is 0. (5) The peptide sequence is RGPYRAFVTI. The MHC is HLA-B15:03 with pseudo-sequence HLA-B15:03. The binding affinity (normalized) is 0.222. (6) The peptide sequence is KFNPMKTYI. The MHC is HLA-B35:03 with pseudo-sequence HLA-B35:03. The binding affinity (normalized) is 0. (7) The peptide sequence is IILVGYMSNL. The MHC is HLA-A02:01 with pseudo-sequence HLA-A02:01. The binding affinity (normalized) is 0.303.